This data is from Reaction yield outcomes from USPTO patents with 853,638 reactions. The task is: Predict the reaction yield, written as a fraction of the theoretical maximum amount of product (1.0 means a 100% yield; for example, 0.34 means a 34% yield). (1) The catalyst is CO. The yield is 0.520. The product is [NH2:26][C:24]1[C:25]2=[C:17]([C:12]3[CH:13]=[CH:14][C:15]4[C:10]([CH:11]=3)=[N:9][N:8]([CH2:1][C:2]3[CH:3]=[CH:4][CH:5]=[CH:6][CH:7]=3)[CH:16]=4)[CH:18]=[C:19]([CH2:27][CH:28]3[O:33][CH2:32][CH2:31][N:30]([CH2:35][C:36]([N:38]([CH3:40])[CH3:39])=[O:37])[CH2:29]3)[N:20]2[N:21]=[CH:22][N:23]=1. The reactants are [CH2:1]([N:8]1[CH:16]=[C:15]2[C:10]([CH:11]=[C:12]([C:17]3[CH:18]=[C:19]([CH2:27][CH:28]4[O:33][CH2:32][CH2:31][NH:30][CH2:29]4)[N:20]4[C:25]=3[C:24]([NH2:26])=[N:23][CH:22]=[N:21]4)[CH:13]=[CH:14]2)=[N:9]1)[C:2]1[CH:7]=[CH:6][CH:5]=[CH:4][CH:3]=1.Cl[CH2:35][C:36]([N:38]([CH3:40])[CH3:39])=[O:37].C(N(CC)C(C)C)(C)C. (2) The reactants are [N:1]1[CH:6]=[CH:5][CH:4]=[C:3]([NH:7][C:8](=[O:15])OCC(Cl)(Cl)Cl)[N:2]=1.Cl.Cl.[F:18][C:19]1[C:24]([F:25])=[CH:23][CH:22]=[CH:21][C:20]=1[C:26]1[CH:31]=[CH:30][N:29]=[C:28]([N:32]2[CH2:37][CH2:36][NH:35][CH2:34][CH2:33]2)[N:27]=1. The catalyst is O1CCCC1.CCCCCC. The product is [F:18][C:19]1[C:24]([F:25])=[CH:23][CH:22]=[CH:21][C:20]=1[C:26]1[CH:31]=[CH:30][N:29]=[C:28]([N:32]2[CH2:37][CH2:36][N:35]([C:8]([NH:7][C:3]3[N:2]=[N:1][CH:6]=[CH:5][CH:4]=3)=[O:15])[CH2:34][CH2:33]2)[N:27]=1. The yield is 0.910.